Dataset: Experimentally validated miRNA-target interactions with 360,000+ pairs, plus equal number of negative samples. Task: Binary Classification. Given a miRNA mature sequence and a target amino acid sequence, predict their likelihood of interaction. The miRNA is hsa-miR-6515-3p with sequence UCUCUUCAUCUACCCCCCAG. The protein sequence of the target gene is MAMSSFLINSNYVDPKFPPCEEYSQSDYLPSDHSPGYYAGGQRRESSFQPEAGFGRRAACTVQRYAACRDPGPPPPPPPPPPPPPPPGLSPRAPAPPPAGALLPEPGQRCEAVSSSPPPPPCAQNPLHPSPSHSACKEPVVYPWMRKVHVSTVNPNYAGGEPKRSRTAYTRQQVLELEKEFHYNRYLTRRRRVEIAHALCLSERQIKIWFQNRRMKWKKDHKLPNTKIRSGGAAGSAGGPPGRPNGGPRAL. Result: 0 (no interaction).